The task is: Predict the reactants needed to synthesize the given product.. This data is from Full USPTO retrosynthesis dataset with 1.9M reactions from patents (1976-2016). (1) Given the product [C:2]([C:7]1[O:11][C:10]([CH2:12][N:13]2[CH:17]=[CH:16][C:15]([NH:18][C:33]([C:29]3[N:30]=[CH:31][O:32][C:28]=3[C:26]3[CH:25]=[CH:24][CH:23]=[C:22]([C:21]([F:37])([F:20])[F:36])[N:27]=3)=[O:34])=[N:14]2)=[CH:9][CH:8]=1)(=[O:6])[CH3:1], predict the reactants needed to synthesize it. The reactants are: [CH3:1][C:2]1([C:7]2[O:11][C:10]([CH2:12][N:13]3[CH:17]=[CH:16][C:15]([NH2:18])=[N:14]3)=[CH:9][CH:8]=2)[O:6]CCO1.[Li+].[F:20][C:21]([F:37])([F:36])[C:22]1[N:27]=[C:26]([C:28]2[O:32][CH:31]=[N:30][C:29]=2[C:33]([O-])=[O:34])[CH:25]=[CH:24][CH:23]=1. (2) The reactants are: [F:1][C:2]1[CH:3]=[C:4]([C@H:9]2[NH:14][C@@H:13]([CH:15]([OH:17])[CH3:16])[CH2:12][O:11][CH2:10]2)[CH:5]=[CH:6][C:7]=1[F:8].N1C=CC=CC=1.[C:24](Cl)(=[O:28])[C:25](Cl)=[O:26]. Given the product [F:1][C:2]1[CH:3]=[C:4]([C@@H:9]2[CH2:10][O:11][CH2:12][C@@H:13]3[C@H:15]([CH3:16])[O:17][C:24](=[O:28])[C:25](=[O:26])[N:14]23)[CH:5]=[CH:6][C:7]=1[F:8], predict the reactants needed to synthesize it. (3) Given the product [CH:1]1([O:7][CH2:8][C@H:9]2[CH2:14][C@@H:13]([C:15]3[O:22][NH:29][C:17](=[O:18])[CH:16]=3)[CH2:12][CH2:11][N:10]2[C:23]([O:25][CH3:26])=[O:24])[CH2:6][CH2:5][CH2:4][CH2:3][CH2:2]1, predict the reactants needed to synthesize it. The reactants are: [CH:1]1([O:7][CH2:8][C@H:9]2[CH2:14][C@@H:13]([C:15](=[O:22])[CH2:16][C:17](OCC)=[O:18])[CH2:12][CH2:11][N:10]2[C:23]([O:25][CH3:26])=[O:24])[CH2:6][CH2:5][CH2:4][CH2:3][CH2:2]1.[OH-].[Na+].[NH2:29]O.Cl. (4) Given the product [OH:8][N:9]1[C:14]2[N:15]=[CH:16][N:17]=[C:18]([CH3:19])[C:13]=2[C:12]([NH:20][CH:21]([C:23]2[CH:28]=[CH:27][CH:26]=[CH:25][N:24]=2)[CH3:22])=[CH:11][C:10]1=[O:29], predict the reactants needed to synthesize it. The reactants are: C([O:8][N:9]1[C:14]2[N:15]=[CH:16][N:17]=[C:18]([CH3:19])[C:13]=2[C:12]([NH:20][CH:21]([C:23]2[CH:28]=[CH:27][CH:26]=[CH:25][N:24]=2)[CH3:22])=[CH:11][C:10]1=[O:29])C1C=CC=CC=1.[H][H]. (5) Given the product [Cl:15][C:5]1[C:4]2[C:7](=[CH:8][CH:9]=[C:2]([Cl:1])[C:3]=2[O:13][CH3:14])[N:10]=[C:18]([CH2:17][Cl:16])[N:6]=1, predict the reactants needed to synthesize it. The reactants are: [Cl:1][C:2]1[C:3]([O:13][CH3:14])=[C:4]([C:7]([N+:10]([O-])=O)=[CH:8][CH:9]=1)[C:5]#[N:6].[ClH:15].[Cl:16][CH2:17][C:18]#N. (6) Given the product [Cl:19][C:20]1[CH:21]=[C:22]([C:2]2[CH:7]=[CH:6][CH:5]=[CH:4][C:3]=2[NH:8][C:9](=[O:18])[O:10][CH2:11][C@@H:12]2[CH2:16][CH2:15][N:14]([CH3:17])[CH2:13]2)[CH:23]=[CH:24][C:25]=1[F:26], predict the reactants needed to synthesize it. The reactants are: Br[C:2]1[CH:7]=[CH:6][CH:5]=[CH:4][C:3]=1[NH:8][C:9](=[O:18])[O:10][CH2:11][C@@H:12]1[CH2:16][CH2:15][N:14]([CH3:17])[CH2:13]1.[Cl:19][C:20]1[CH:21]=[C:22](B(O)O)[CH:23]=[CH:24][C:25]=1[F:26].C(=O)([O-])[O-].[Na+].[Na+]. (7) Given the product [Br:1][C:2]1[CH:7]=[CH:6][C:5]([O:8][CH3:16])=[C:4]([O:9][C:10]([F:11])([F:12])[F:13])[CH:3]=1, predict the reactants needed to synthesize it. The reactants are: [Br:1][C:2]1[CH:7]=[CH:6][C:5]([OH:8])=[C:4]([O:9][C:10]([F:13])([F:12])[F:11])[CH:3]=1.CI.[C:16]([O-])([O-])=O.[K+].[K+].